Dataset: Reaction yield outcomes from USPTO patents with 853,638 reactions. Task: Predict the reaction yield, written as a fraction of the theoretical maximum amount of product (1.0 means a 100% yield; for example, 0.34 means a 34% yield). (1) The reactants are [F:1][C:2]1[CH:11]=[C:10]2[C:5]([CH:6]=[CH:7][N:8]=[C:9]2O)=[C:4]([O:13][CH3:14])[CH:3]=1.O=P(Cl)(Cl)[Cl:17]. No catalyst specified. The product is [Cl:17][C:9]1[C:10]2[C:5](=[C:4]([O:13][CH3:14])[CH:3]=[C:2]([F:1])[CH:11]=2)[CH:6]=[CH:7][N:8]=1. The yield is 0.950. (2) The reactants are [Li+].CC([N-]C(C)C)C.[Br:9][C:10]1[CH:15]=[CH:14][C:13]([Cl:16])=[CH:12][C:11]=1[F:17].CN([CH:21]=[O:22])C.O. The catalyst is C1COCC1. The product is [Br:9][C:10]1[C:11]([F:17])=[C:12]([C:13]([Cl:16])=[CH:14][CH:15]=1)[CH:21]=[O:22]. The yield is 0.480. (3) No catalyst specified. The reactants are [F:1][C:2]1[CH:3]=[C:4]2[C:8](=[CH:9][CH:10]=1)[NH:7][CH:6]=[C:5]2[N+:11]([O-:13])=[O:12].O[CH:15]1[CH2:19][CH2:18][O:17][CH2:16]1. The product is [F:1][C:2]1[CH:3]=[C:4]2[C:8](=[CH:9][CH:10]=1)[N:7]([CH:15]1[CH2:19][CH2:18][O:17][CH2:16]1)[CH:6]=[C:5]2[N+:11]([O-:13])=[O:12]. The yield is 0.180. (4) The reactants are [H-].[H-].[H-].[H-].[Li+].[Al+3].[C:7]([C:9]1[CH:14]=[CH:13][C:12]([C:15]2[N:16]=[CH:17][N:18]([CH2:25][O:26][CH2:27][CH2:28][Si:29]([CH3:32])([CH3:31])[CH3:30])[C:19]=2[C:20](OCC)=[O:21])=[CH:11][CH:10]=1)#[N:8]. The catalyst is C1COCC1. The product is [OH:21][CH2:20][C:19]1[N:18]([CH2:25][O:26][CH2:27][CH2:28][Si:29]([CH3:32])([CH3:31])[CH3:30])[CH:17]=[N:16][C:15]=1[C:12]1[CH:13]=[CH:14][C:9]([C:7]#[N:8])=[CH:10][CH:11]=1. The yield is 0.330. (5) The reactants are Cl[C:2]1[C:3]([Cl:23])=[C:4]([C:7]([C:10]2[CH:15]=[CH:14][C:13]([O:16][C:17]3[CH:22]=[CH:21][CH:20]=[CH:19][CH:18]=3)=[CH:12][CH:11]=2)=[CH:8][N:9]=1)[C:5]#[N:6].[CH3:24][O:25][C:26]1[CH:31]=[CH:30][C:29](B(O)O)=[CH:28][CH:27]=1.P([O-])([O-])([O-])=O.[K+].[K+].[K+].CN(C)C(=O)C. The catalyst is C(OCC)(=O)C.C1(P(C2C=CC=CC=2)C2C=CC=CC=2)C=CC=CC=1.C1(P(C2C=CC=CC=2)C2C=CC=CC=2)C=CC=CC=1.C1(P(C2C=CC=CC=2)C2C=CC=CC=2)C=CC=CC=1.C1(P(C2C=CC=CC=2)C2C=CC=CC=2)C=CC=CC=1.[Pd]. The product is [Cl:23][C:3]1[C:2]([C:29]2[CH:30]=[CH:31][C:26]([O:25][CH3:24])=[CH:27][CH:28]=2)=[N:9][CH:8]=[C:7]([C:10]2[CH:15]=[CH:14][C:13]([O:16][C:17]3[CH:22]=[CH:21][CH:20]=[CH:19][CH:18]=3)=[CH:12][CH:11]=2)[C:4]=1[C:5]#[N:6]. The yield is 0.520. (6) The reactants are FC(F)(F)S(O[C:7]1[C:12]([F:13])=[CH:11][CH:10]=[C:9]([F:14])[N:8]=1)(=O)=O.[Cl:17][C:18]1[C:19](B(O)O)=[CH:20][C:21]([F:24])=[N:22][CH:23]=1.C(=O)([O-])[O-].[Na+].[Na+].C(Cl)Cl. The catalyst is C1COCC1.CCOC(C)=O.O.C1C=CC(P(C2C=CC=CC=2)[C-]2C=CC=C2)=CC=1.C1C=CC(P(C2C=CC=CC=2)[C-]2C=CC=C2)=CC=1.Cl[Pd]Cl.[Fe+2]. The product is [Cl:17][C:18]1[C:19]([C:7]2[C:12]([F:13])=[CH:11][CH:10]=[C:9]([F:14])[N:8]=2)=[CH:20][C:21]([F:24])=[N:22][CH:23]=1. The yield is 0.850. (7) The reactants are C[O:2][C:3](=[O:34])[CH2:4][N:5]([C:7](=[O:33])[CH2:8][C:9]([CH3:32])([CH3:31])[CH2:10][N:11]1[C:28](=[S:29])[N:14]2[C:15]3[CH:16]=[C:17]([C:21]4[CH:26]=[CH:25][C:24]([Cl:27])=[CH:23][CH:22]=4)[O:18][C:19]=3[CH:20]=[C:13]2[C:12]1=[O:30])[CH3:6].O.C(Cl)(Cl)Cl.C([O-])(O)=O.[Na+]. The catalyst is C(O)(C(F)(F)F)=O.CO. The product is [Cl:27][C:24]1[CH:25]=[CH:26][C:21]([C:17]2[O:18][C:19]3[CH:20]=[C:13]4[C:12](=[O:30])[N:11]([CH2:10][C:9]([CH3:31])([CH3:32])[CH2:8][C:7]([N:5]([CH2:4][C:3]([OH:34])=[O:2])[CH3:6])=[O:33])[C:28](=[S:29])[N:14]4[C:15]=3[CH:16]=2)=[CH:22][CH:23]=1. The yield is 0.880.